Dataset: Forward reaction prediction with 1.9M reactions from USPTO patents (1976-2016). Task: Predict the product of the given reaction. (1) Given the reactants Br[C:2]1[CH:3]=[CH:4][C:5]2[C@@H:12]3[CH2:13][NH:14][CH2:15][CH2:16][C@@H:11]3[O:10][CH2:9][C:6]=2[C:7]=1[Cl:8].[CH3:17]B1OB(C)OB(C)O1.C(=O)([O-])[O-].[K+].[K+].O, predict the reaction product. The product is: [Cl:8][C:7]1[C:6]2[CH2:9][O:10][C@H:11]3[CH2:16][CH2:15][NH:14][CH2:13][C@H:12]3[C:5]=2[CH:4]=[CH:3][C:2]=1[CH3:17]. (2) Given the reactants Br[C:2]1[CH:7]=[CH:6][C:5]([CH2:8][CH2:9][CH2:10][CH2:11][CH2:12][CH2:13][CH2:14][CH3:15])=[CH:4][CH:3]=1.[N:16]1[CH:21]=[CH:20][CH:19]=[CH:18][C:17]=1[CH2:22][CH2:23][O:24][C:25](=[O:34])[C:26]1[CH:31]=[CH:30][C:29](Br)=[CH:28][C:27]=1[F:33], predict the reaction product. The product is: [N:16]1[CH:21]=[CH:20][CH:19]=[CH:18][C:17]=1[CH2:22][CH2:23][O:24][C:25]([C:26]1[CH:31]=[CH:30][C:29]([C:2]2[CH:3]=[CH:4][C:5]([CH2:8][CH2:9][CH2:10][CH2:11][CH2:12][CH2:13][CH2:14][CH3:15])=[CH:6][CH:7]=2)=[CH:28][C:27]=1[F:33])=[O:34]. (3) Given the reactants O.[OH:2][S:3]([OH:6])(=[O:5])=[O:4].[N:7]1[CH:12]=[CH:11][CH:10]=[CH:9][C:8]=1[N:13]1[CH2:18][CH2:17][N:16]([CH2:19][C:20]2[NH:24][C:23]3[CH:25]=[CH:26][CH:27]=[CH:28][C:22]=3[N:21]=2)[CH2:15][CH2:14]1, predict the reaction product. The product is: [OH2:2].[S:3]([OH:6])([OH:5])(=[O:4])=[O:2].[S:3]([OH:6])([OH:5])(=[O:4])=[O:2].[N:7]1[CH:12]=[CH:11][CH:10]=[CH:9][C:8]=1[N:13]1[CH2:14][CH2:15][N:16]([CH2:19][C:20]2[NH:21][C:22]3[CH:28]=[CH:27][CH:26]=[CH:25][C:23]=3[N:24]=2)[CH2:17][CH2:18]1. (4) Given the reactants C([O:3][CH:4](OCC)[C:5]1[CH:10]=[CH:9][C:8]([CH:11]2[NH:23][C:21]3[C:22]4[C:13](=[N:14][NH:15][C:16](=[O:24])[C:17]=4[CH:18]=[CH:19][CH:20]=3)[CH:12]2[C:25]2[CH:30]=[CH:29][C:28]([F:31])=[CH:27][CH:26]=2)=[CH:7][CH:6]=1)C.C(=O)([O-])[O-].[K+].[K+], predict the reaction product. The product is: [F:31][C:28]1[CH:27]=[CH:26][C:25]([CH:12]2[C:13]3=[N:14][NH:15][C:16](=[O:24])[C:17]4[CH:18]=[CH:19][CH:20]=[C:21]([C:22]=43)[NH:23][CH:11]2[C:8]2[CH:7]=[CH:6][C:5]([CH:4]=[O:3])=[CH:10][CH:9]=2)=[CH:30][CH:29]=1. (5) The product is: [CH:17]([C:15]1[CH:3]=[CH:4][C:5]([O:6][CH2:7][C:8]([O:10][CH2:11][CH3:12])=[O:9])=[CH:13][CH:14]=1)=[O:16]. Given the reactants C([C:3]1[CH:4]=[C:5]([CH:13]=[CH:14][CH:15]=1)[O:6][CH2:7][C:8]([O:10][CH2:11][CH3:12])=[O:9])=O.[OH:16][C:17]1C=CC(C=O)=CC=1.BrCC(OCC)=O, predict the reaction product. (6) Given the reactants [F:1][C:2]1[CH:7]=[C:6]([I:8])[CH:5]=[CH:4][C:3]=1[NH:9][C:10]1[N:15]([CH3:16])[C:14](=[O:17])[C:13]2[CH:18]=[CH:19][O:20][C:12]=2[C:11]=1[C:21]([OH:23])=O.[CH3:24][O:25][NH2:26], predict the reaction product. The product is: [F:1][C:2]1[CH:7]=[C:6]([I:8])[CH:5]=[CH:4][C:3]=1[NH:9][C:10]1[N:15]([CH3:16])[C:14](=[O:17])[C:13]2[CH:18]=[CH:19][O:20][C:12]=2[C:11]=1[C:21]([NH:26][O:25][CH3:24])=[O:23]. (7) Given the reactants [N:1]1([C:7]([N:9]2[CH2:14][CH:13]([C:15]3[CH:20]=[CH:19][C:18]([O:21][C:22]([F:25])([F:24])[F:23])=[CH:17][CH:16]=3)[CH2:12][CH:11]([C:26](O)=[O:27])[CH2:10]2)=[O:8])[CH2:6][CH2:5][S:4][CH2:3][CH2:2]1.O[N:30]=[C:31]([O:33][CH2:34][CH3:35])[NH2:32], predict the reaction product. The product is: [CH2:34]([O:33][C:31]1[N:32]=[C:26]([CH:11]2[CH2:12][CH:13]([C:15]3[CH:16]=[CH:17][C:18]([O:21][C:22]([F:23])([F:24])[F:25])=[CH:19][CH:20]=3)[CH2:14][N:9]([C:7]([N:1]3[CH2:6][CH2:5][S:4][CH2:3][CH2:2]3)=[O:8])[CH2:10]2)[O:27][N:30]=1)[CH3:35]. (8) The product is: [C:13]1([C:12]#[C:11][C:8]2[CH:7]=[N:6][C:5]([NH:26][CH2:25][CH:22]3[CH2:23][CH2:24][O:19][CH2:20][CH2:21]3)=[N:10][CH:9]=2)[CH:18]=[CH:17][CH:16]=[CH:15][CH:14]=1. Given the reactants CS([C:5]1[N:10]=[CH:9][C:8]([C:11]#[C:12][C:13]2[CH:18]=[CH:17][CH:16]=[CH:15][CH:14]=2)=[CH:7][N:6]=1)(=O)=O.[O:19]1[CH2:24][CH2:23][CH:22]([CH2:25][NH2:26])[CH2:21][CH2:20]1, predict the reaction product. (9) Given the reactants [CH3:1][C:2]1[C:7]([CH3:8])=[CH:6][CH:5]=[CH:4][C:3]=1[O:9][CH3:10].BrN1C(=O)CCC1=O.C(OOC(=O)C1C=CC=CC=1)(=O)C1C=CC=CC=1.[CH2:37]([NH2:44])[C:38]1[CH:43]=[CH:42][CH:41]=[CH:40][CH:39]=1, predict the reaction product. The product is: [CH2:37]([N:44]1[CH2:1][C:2]2[C:7](=[CH:6][CH:5]=[CH:4][C:3]=2[O:9][CH3:10])[CH2:8]1)[C:38]1[CH:43]=[CH:42][CH:41]=[CH:40][CH:39]=1.